From a dataset of Experimentally validated miRNA-target interactions with 360,000+ pairs, plus equal number of negative samples. Binary Classification. Given a miRNA mature sequence and a target amino acid sequence, predict their likelihood of interaction. (1) The miRNA is mmu-miR-3102-5p with sequence GUGAGUGGCCAGGGUGGGGCUG. The protein sequence of the target gene is MSFIFDWIYSGFSSVLQFLGLYKKTGKLVFLGLDNAGKTTLLHMLKDDRLGQHVPTLHPTSEELTIAGMTFTTFDLGGHVQARRVWKNYLPAINGIVFLVDCADHERLLESKEELDSLMTDETIANVPILILGNKIDRPEAISEERLREMFGLYGQTTGKGSISLKELNARPLEVFMCSVLKRQGYGEGFRWMAQYID. Result: 0 (no interaction). (2) The miRNA is hsa-miR-330-5p with sequence UCUCUGGGCCUGUGUCUUAGGC. The protein sequence of the target gene is MEDALLGAMTGPEDELGAELFGSERVFADGLALSPAGGAADRDELPVLADAYLGATEPGEPLLRALSPPPGAEVPAALLGDFPGLPELRSPDDAAPPPAYSVHVLSSLLPGARGPALLPLSAGVRVIPVEIKEAGGSVPGGSPEDAAFQAPLAQESCCKFPSSQEAEEASSCPRKKDSSPMVICQLKGGAQMLCIDNCGARELKALHLLPQYDDQSSFPQSELPKPMTTLVGRLLPVPAKLNLITQVDNGALPSAVNGAAFPSGPALQGPPKITLSGYCDCFSSGDFCNSCSCNNLRHEL.... Result: 0 (no interaction). (3) The miRNA is cel-miR-73-3p with sequence UGGCAAGAUGUAGGCAGUUCAGU. The protein sequence of the target gene is MNMANFLRGFEEKGIKNDRPEDQLSKEKKKILFSFCEVCNIQLNSAAQAQVHSNGKSHRKRVKQLSDGQPPPPAQASPSSNSSTGSTCHTTTLPALVRTPTLMMQPSLDIKPFMSFPVDSSSAVGLFPNFNTMDPVQKAVINHTFGVSIPPKKKQVISCNVCQLRFNSDSQAEAHYKGSKHAKKVKALDATKNKPKMVPSKDSAKANPSCSITPITGNNSDKSEDKGKLKASSSSQPSSSESGSFLLKSGTTPLPPGAATSPSKSTNGAPGTVVESEEEKAKKLLYCSLCKVAVNSLSQL.... Result: 0 (no interaction). (4) The miRNA is hsa-miR-519b-5p with sequence CUCUAGAGGGAAGCGCUUUCUG. The protein sequence of the target gene is MAANKSKGQSSLALHKVIMVGSGGVGKSALTLQFMYDEFVEDYEPTKADSYRKKVVLDGEEVQIDILDTAGQEDYAAIRDNYFRSGEGFLLVFSITEHESFTATAEFREQILRVKAEEDKIPLLVVGNKSDLEERRQVPVEEARSKAEEWGVQYVETSAKTRANVDKVFFDLMREIRTKKMSENKDKNGKKSSKNKKSFKERCCLL. Result: 0 (no interaction). (5) The protein sequence of the target gene is MSGQLERCEREWHELEGEFQELQETHRIYKQKLEELAALQTLCSSSISKQKKHLKDLKLTLQRCKRHASREEAELVQQMAANIKERQDVFFDMEAYLPKKNGLYLNLVLGNVNVTLLSNQAKFAYKDEYEKFKLYLTIILLLGAVACRFVLHYRVTDEVFNFLLVWYYCTLTIRESILISNGSRIKGWWVSHHYVSTFLSGVMLTWPNGPIYQKFRNQFLAFSIFQSCVQFLQYYYQRGCLYRLRALGERNHLDLTVEGFQSWMWRGLTFLLPFLFCGHFWQLYNAVTLFELSSHEECRE.... Result: 0 (no interaction). The miRNA is mmu-miR-664-3p with sequence UAUUCAUUUACUCCCCAGCCUA. (6) The miRNA is hsa-miR-4509 with sequence ACUAAAGGAUAUAGAAGGUUUU. The protein sequence of the target gene is MALFRGMWSVLKALGRTGVEMCAGCGGRIPSSISLVCIPKCFSSMGSYPKKPMSSYLRFSTEQLPKFKAKHPDAKLSELVRKIAALWRELPEAEKKVYEADFKAEWKAYKEAVSKYKEQLTPSQLMGMEKEARQRRLKKKALVKRRELILLGKPKRPRSAYNIYVSESFQEAKDDSAQGKLKLVNEAWKNLSPEEKQAYIQLAKDDRIRYDNEMKSWEEQMAEVGRSDLIRRSVKRSGDISEH. Result: 0 (no interaction). (7) The miRNA is hsa-miR-935 with sequence CCAGUUACCGCUUCCGCUACCGC. The protein sequence of the target gene is MKPPAACAGDMADAASPCSVVNDLRWDLSAQQIEERTRELIEQTKRVYDQVGTQEFEDVSYESTLKALADVEVTYTVQRNILDFPQHVSPSKDIRTASTEADKKLSEFDVEMSMREDVYQRIVWLQEKVQKDSLRPEAARYLERLIKLGRRNGLHLPRETQENIKRIKKKLSLLCIDFNKNLNEDTTFLPFTLQELGGLPEDFLNSLEKMEDGKLKVTLKYPHYFPLLKKCHVPETRRKVEEAFNCRCKEENCAILKELVTLRAQKSRLLGFHTHADYVLEMNMAKTSQTVATFLDELAQ.... Result: 1 (interaction). (8) The miRNA is mmu-miR-210-3p with sequence CUGUGCGUGUGACAGCGGCUGA. The protein sequence of the target gene is MTPLLTLILVVLMGLPLAQALDCHVCAYNGDNCFNPMRCPAMVAYCMTTRTYYTPTRMKVSKSCVPRCFETVYDGYSKHASTTSCCQYDLCNGTGLATPATLALAPILLATLWGLL. Result: 0 (no interaction). (9) The miRNA is cel-miR-247-3p with sequence UGACUAGAGCCUAUUCUCUUCU. The protein sequence of the target gene is MANWPRVSPLAYVALGVLLGLTISIISQTGTTTYDAASRIAILRANRGDPQVDEHDHAHGNDPHGDEEVDDHHANFAPVQFHSNNSSHSHDGESLIADEVAKKVRVFCWILTGKQNHDKRAKHVKATWAKRCNKYVFMSSEEDAELPAINLNVSEGRDYLWAKTKGAFKYIYDHHLNDYDWFLKADDDTYVVMENLRFMLLAHSPDEPIHFGCKFKPFTQGGYHSGGAGYVLSREALKKFIEVALPDKSLCSQNHGGAEDAEMGKCLEKVGVKAGDSRDADGHHRFMPFVPEHHLSPGHV.... Result: 1 (interaction).